Dataset: NCI-60 drug combinations with 297,098 pairs across 59 cell lines. Task: Regression. Given two drug SMILES strings and cell line genomic features, predict the synergy score measuring deviation from expected non-interaction effect. (1) Drug 1: C(=O)(N)NO. Drug 2: CC1=C(C(=O)C2=C(C1=O)N3CC4C(C3(C2COC(=O)N)OC)N4)N. Cell line: A549. Synergy scores: CSS=34.6, Synergy_ZIP=-1.23, Synergy_Bliss=-3.38, Synergy_Loewe=-21.0, Synergy_HSA=-2.19. (2) Drug 1: C1CCC(CC1)NC(=O)N(CCCl)N=O. Drug 2: CS(=O)(=O)CCNCC1=CC=C(O1)C2=CC3=C(C=C2)N=CN=C3NC4=CC(=C(C=C4)OCC5=CC(=CC=C5)F)Cl. Cell line: A498. Synergy scores: CSS=15.9, Synergy_ZIP=-2.46, Synergy_Bliss=4.97, Synergy_Loewe=1.21, Synergy_HSA=3.26. (3) Drug 1: CCCS(=O)(=O)NC1=C(C(=C(C=C1)F)C(=O)C2=CNC3=C2C=C(C=N3)C4=CC=C(C=C4)Cl)F. Drug 2: CC1C(C(CC(O1)OC2CC(CC3=C2C(=C4C(=C3O)C(=O)C5=C(C4=O)C(=CC=C5)OC)O)(C(=O)C)O)N)O.Cl. Cell line: TK-10. Synergy scores: CSS=33.6, Synergy_ZIP=3.70, Synergy_Bliss=13.3, Synergy_Loewe=4.30, Synergy_HSA=12.8. (4) Drug 1: CC1OCC2C(O1)C(C(C(O2)OC3C4COC(=O)C4C(C5=CC6=C(C=C35)OCO6)C7=CC(=C(C(=C7)OC)O)OC)O)O. Drug 2: CC12CCC3C(C1CCC2OP(=O)(O)O)CCC4=C3C=CC(=C4)OC(=O)N(CCCl)CCCl.[Na+]. Cell line: UACC62. Synergy scores: CSS=29.9, Synergy_ZIP=-11.5, Synergy_Bliss=-9.06, Synergy_Loewe=-35.3, Synergy_HSA=-6.38. (5) Drug 1: CN1CCC(CC1)COC2=C(C=C3C(=C2)N=CN=C3NC4=C(C=C(C=C4)Br)F)OC. Drug 2: CC1=C2C(C(=O)C3(C(CC4C(C3C(C(C2(C)C)(CC1OC(=O)C(C(C5=CC=CC=C5)NC(=O)OC(C)(C)C)O)O)OC(=O)C6=CC=CC=C6)(CO4)OC(=O)C)OC)C)OC. Cell line: SF-295. Synergy scores: CSS=53.6, Synergy_ZIP=10.0, Synergy_Bliss=8.45, Synergy_Loewe=-27.2, Synergy_HSA=9.24. (6) Drug 1: CCCS(=O)(=O)NC1=C(C(=C(C=C1)F)C(=O)C2=CNC3=C2C=C(C=N3)C4=CC=C(C=C4)Cl)F. Drug 2: CCC1=CC2CC(C3=C(CN(C2)C1)C4=CC=CC=C4N3)(C5=C(C=C6C(=C5)C78CCN9C7C(C=CC9)(C(C(C8N6C)(C(=O)OC)O)OC(=O)C)CC)OC)C(=O)OC.C(C(C(=O)O)O)(C(=O)O)O. Cell line: SNB-19. Synergy scores: CSS=48.9, Synergy_ZIP=19.3, Synergy_Bliss=18.3, Synergy_Loewe=-15.6, Synergy_HSA=16.2.